Task: Predict the product of the given reaction.. Dataset: Forward reaction prediction with 1.9M reactions from USPTO patents (1976-2016) The product is: [Cl:14][C:13]1[C:3]2[CH2:2][N:27]([CH2:26][C:23]3[CH:22]=[C:21]([CH3:28])[C:20]([O:19][CH2:18][CH:17]([F:29])[F:16])=[CH:25][N:24]=3)[C:5](=[O:7])[C:4]=2[CH:10]=[CH:11][N:12]=1. Given the reactants Br[CH2:2][C:3]1[C:13]([Cl:14])=[N:12][CH:11]=[CH:10][C:4]=1[C:5]([O:7]CC)=O.Cl.[F:16][CH:17]([F:29])[CH2:18][O:19][C:20]1[C:21]([CH3:28])=[CH:22][C:23]([CH2:26][NH2:27])=[N:24][CH:25]=1, predict the reaction product.